This data is from Catalyst prediction with 721,799 reactions and 888 catalyst types from USPTO. The task is: Predict which catalyst facilitates the given reaction. (1) Reactant: [NH2:1][C:2]1[CH:3]=[C:4]([CH:8]=[CH:9][C:10]=1[F:11])[C:5]([NH2:7])=[O:6].C(N(C(C)C)CC)(C)C.[C:21](Cl)(=[O:24])[CH:22]=[CH2:23]. Product: [C:21]([NH:1][C:2]1[CH:3]=[C:4]([CH:8]=[CH:9][C:10]=1[F:11])[C:5]([NH2:7])=[O:6])(=[O:24])[CH:22]=[CH2:23]. The catalyst class is: 46. (2) Reactant: [OH:1][C:2]1[C:10]([CH3:11])=[CH:9][C:5]([C:6](O)=O)=[CH:4][C:3]=1[CH3:12].C(Cl)(=O)C(Cl)=O.CN(C=O)C.[NH2:24][C:25]1[CH:33]=[CH:32][C:31]([Br:34])=[CH:30][C:26]=1[C:27]([NH2:29])=[O:28]. Product: [Br:34][C:31]1[CH:30]=[C:26]2[C:25](=[CH:33][CH:32]=1)[N:24]=[C:6]([C:5]1[CH:9]=[C:10]([CH3:11])[C:2]([OH:1])=[C:3]([CH3:12])[CH:4]=1)[NH:29][C:27]2=[O:28]. The catalyst class is: 2. (3) Reactant: [NH2:1][C:2]1[CH:3]=[C:4]([C:8]([O:10][CH3:11])=[O:9])[CH:5]=[N:6][CH:7]=1.[ClH:12]. Product: [ClH:12].[ClH:12].[NH2:1][C@H:2]1[CH2:7][NH:6][CH2:5][C@@H:4]([C:8]([O:10][CH3:11])=[O:9])[CH2:3]1. The catalyst class is: 5. (4) Reactant: [Al+3].[Cl-].[Cl-].[Cl-].[Br:5][C:6]1[CH:7]=[C:8]2[CH:14]=[CH:13][NH:12][C:9]2=[N:10][CH:11]=1.[Br:15][CH2:16][C:17](Cl)=[O:18]. Product: [Br:15][CH2:16][C:17]([C:14]1[C:8]2[C:9](=[N:10][CH:11]=[C:6]([Br:5])[CH:7]=2)[NH:12][CH:13]=1)=[O:18]. The catalyst class is: 4. (5) Reactant: [NH2:1][C:2]1[C:7]2[N:8]=[C:9]([S:21][C:22]3[C:30]([I:31])=[CH:29][C:25]4[O:26][CH2:27][O:28][C:24]=4[CH:23]=3)[N:10]([CH2:11][CH2:12][CH2:13][CH2:14][CH2:15][C:16](OCC)=[O:17])[C:6]=2[CH:5]=[CH:4][N:3]=1.N.[NH2:33]C1C2N=C(SC3C(I)=CC4OCOC=4C=3)N(CCCC(OCC)=O)C=2C=CN=1. Product: [NH2:1][C:2]1[C:7]2[N:8]=[C:9]([S:21][C:22]3[C:30]([I:31])=[CH:29][C:25]4[O:26][CH2:27][O:28][C:24]=4[CH:23]=3)[N:10]([CH2:11][CH2:12][CH2:13][CH2:14][CH2:15][C:16]([NH2:33])=[O:17])[C:6]=2[CH:5]=[CH:4][N:3]=1. The catalyst class is: 5. (6) Reactant: [CH2:1]([CH:4]1[CH2:9][CH:8]([C:10]2[CH:15]=[CH:14][CH:13]=[C:12]([Cl:16])[CH:11]=2)[CH:7]([C:17]2[CH:22]=[CH:21][C:20]([Cl:23])=[CH:19][CH:18]=2)[N:6]([CH:24]([CH2:36][CH3:37])[CH2:25][NH:26]CC2C=CC(OC)=CC=2)[C:5]1=[O:38])[CH:2]=[CH2:3]. Product: [CH2:1]([CH:4]1[CH2:9][CH:8]([C:10]2[CH:15]=[CH:14][CH:13]=[C:12]([Cl:16])[CH:11]=2)[CH:7]([C:17]2[CH:18]=[CH:19][C:20]([Cl:23])=[CH:21][CH:22]=2)[N:6]([CH:24]([CH2:36][CH3:37])[CH2:25][NH2:26])[C:5]1=[O:38])[CH:2]=[CH2:3]. The catalyst class is: 47. (7) Reactant: [Br:1][C:2]1[CH:7]=[CH:6][C:5]([NH:8][C:9]2[CH2:14][C:13]([C:15]([O:17]C)=[O:16])=[C:12]([NH:19][C:20]3[CH:25]=[CH:24][C:23]([Br:26])=[CH:22][CH:21]=3)[CH2:11][C:10]=2[C:27]([O:29]C)=[O:28])=[CH:4][CH:3]=1.[Na].[N+](C1C=C(S(O)(=O)=O)C=CC=1)([O-])=O.[OH-].[Na+].Cl. Product: [Br:1][C:2]1[CH:3]=[CH:4][C:5]([NH:8][C:9]2[CH:14]=[C:13]([C:15]([OH:17])=[O:16])[C:12]([NH:19][C:20]3[CH:25]=[CH:24][C:23]([Br:26])=[CH:22][CH:21]=3)=[CH:11][C:10]=2[C:27]([OH:29])=[O:28])=[CH:6][CH:7]=1. The catalyst class is: 97.